Dataset: Peptide-MHC class I binding affinity with 185,985 pairs from IEDB/IMGT. Task: Regression. Given a peptide amino acid sequence and an MHC pseudo amino acid sequence, predict their binding affinity value. This is MHC class I binding data. (1) The binding affinity (normalized) is 0.472. The MHC is HLA-A31:01 with pseudo-sequence HLA-A31:01. The peptide sequence is IMRVMANNVK. (2) The peptide sequence is NVSIPWTHK. The MHC is Patr-A0301 with pseudo-sequence Patr-A0301. The binding affinity (normalized) is 0.328.